From a dataset of Reaction yield outcomes from USPTO patents with 853,638 reactions. Predict the reaction yield, written as a fraction of the theoretical maximum amount of product (1.0 means a 100% yield; for example, 0.34 means a 34% yield). The reactants are [C:1]12([C:11]3[CH:21]=[CH:20][C:14]([O:15][CH2:16][C:17](O)=[O:18])=[CH:13][CH:12]=3)[CH2:10][CH:5]3[CH2:6][CH:7]([CH2:9][CH:3]([CH2:4]3)[CH2:2]1)[CH2:8]2.[CH3:22][C@H:23]1[NH:28][CH2:27][CH2:26][N:25]([C:29]([O:31][C:32]([CH3:35])([CH3:34])[CH3:33])=[O:30])[CH2:24]1. No catalyst specified. The product is [C:1]12([C:11]3[CH:21]=[CH:20][C:14]([O:15][CH2:16][C:17]([N:28]4[CH2:27][CH2:26][N:25]([C:29]([O:31][C:32]([CH3:34])([CH3:33])[CH3:35])=[O:30])[CH2:24][C@H:23]4[CH3:22])=[O:18])=[CH:13][CH:12]=3)[CH2:2][CH:3]3[CH2:9][CH:7]([CH2:6][CH:5]([CH2:4]3)[CH2:10]1)[CH2:8]2. The yield is 0.910.